From a dataset of Forward reaction prediction with 1.9M reactions from USPTO patents (1976-2016). Predict the product of the given reaction. (1) Given the reactants [CH3:1][C:2]1([CH3:14])[C:10]2[C:5](=[CH:6][CH:7]=[CH:8][CH:9]=2)[C:4]([CH3:12])([CH3:11])[NH+:3]1[O-:13], predict the reaction product. The product is: [OH:13][N:3]1[C:2]([CH3:14])([CH3:1])[C:10]2[C:5](=[CH:6][CH:7]=[CH:8][CH:9]=2)[C:4]1([CH3:12])[CH3:11]. (2) Given the reactants FC(F)(F)C([O-])=O.[F:8][C:9]1[C:10]([O:32][CH2:33][CH2:34][CH:35]2[CH2:40][CH2:39][NH:38][CH2:37][CH2:36]2)=[C:11]2[C:16](=[CH:17][CH:18]=1)[N:15]=[C:14]([C:19]([NH:21][CH2:22][C:23]1[CH:28]=[CH:27][CH:26]=[C:25]([O:29][CH3:30])[CH:24]=1)=[O:20])[NH:13][C:12]2=[O:31].C(N(CC)CC)C.[C:48]([O:51][CH2:52][C:53](Cl)=[O:54])(=[O:50])[CH3:49], predict the reaction product. The product is: [C:48]([O:51][CH2:52][C:53]([N:38]1[CH2:39][CH2:40][CH:35]([CH2:34][CH2:33][O:32][C:10]2[C:9]([F:8])=[CH:18][CH:17]=[C:16]3[C:11]=2[C:12](=[O:31])[NH:13][C:14]([C:19]([NH:21][CH2:22][C:23]2[CH:28]=[CH:27][CH:26]=[C:25]([O:29][CH3:30])[CH:24]=2)=[O:20])=[N:15]3)[CH2:36][CH2:37]1)=[O:54])(=[O:50])[CH3:49]. (3) Given the reactants [CH3:1][C@H:2]1[CH2:7][O:6][CH2:5][CH2:4][N:3]1[C:8]1[CH:13]=[C:12]([CH2:14][S:15]([CH3:18])(=[O:17])=[O:16])[N:11]=[C:10]([C:19]2[CH:20]=[C:21]3[C:25](=[CH:26][CH:27]=2)[N:24](C(OCC)=O)[C:23]([C:33]([O:35][C:36](C)(C)[CH3:37])=[O:34])=[CH:22]3)[N:9]=1, predict the reaction product. The product is: [CH3:1][C@H:2]1[CH2:7][O:6][CH2:5][CH2:4][N:3]1[C:8]1[CH:13]=[C:12]([CH2:14][S:15]([CH3:18])(=[O:17])=[O:16])[N:11]=[C:10]([C:19]2[CH:20]=[C:21]3[C:25](=[CH:26][CH:27]=2)[NH:24][C:23]([C:33]([O:35][CH2:36][CH3:37])=[O:34])=[CH:22]3)[N:9]=1. (4) Given the reactants [CH:1](=O)[CH2:2][CH3:3].[CH:5](=[O:9])[CH:6]([CH3:8])[CH3:7].N1CCC[C@H]1C(O)=[O:13], predict the reaction product. The product is: [OH:9][C@@H:5]([CH:2]([CH3:3])[CH3:1])[C@H:6]([CH3:8])[CH:7]=[O:13]. (5) Given the reactants C(O[C:6](=O)[N:7]([CH2:9][CH2:10][NH:11][CH:12]1[C:21]2[C:16](=[CH:17][C:18]([S:22]([C:25]3[CH:30]=[CH:29][CH:28]=[CH:27][CH:26]=3)(=[O:24])=[O:23])=[CH:19][CH:20]=2)[CH2:15][CH2:14][CH2:13]1)C)(C)(C)C.Cl, predict the reaction product. The product is: [C:25]1([S:22]([C:18]2[CH:17]=[C:16]3[C:21](=[CH:20][CH:19]=2)[CH:12]([NH:11][CH2:10][CH2:9][NH:7][CH3:6])[CH2:13][CH2:14][CH2:15]3)(=[O:23])=[O:24])[CH:26]=[CH:27][CH:28]=[CH:29][CH:30]=1. (6) Given the reactants [F:1][C:2]1[CH:3]=[CH:4][C:5]2[O:10][CH2:9][CH:8]3[CH:11]([C:20]4[CH:25]=[CH:24][CH:23]=[CH:22][CH:21]=4)[C:12]([C:14]([N:16]([O:18][CH3:19])[CH3:17])=[O:15])=[N:13][N:7]3[C:6]=2[CH:26]=1.F[C:28]1[CH:29]=CC2OC[C@@H]3[C@H](C4C=CC=CC=4)C(C(N(OC)C)=O)=NN3C=2[CH:52]=1.[Li+].C[Si]([N-][Si](C)(C)C)(C)C.C(Br)C=C, predict the reaction product. The product is: [CH2:29]([C:11]1([C:20]2[CH:21]=[CH:22][CH:23]=[CH:24][CH:25]=2)[CH:8]2[CH2:9][O:10][C:5]3[CH:4]=[CH:3][C:2]([F:1])=[CH:26][C:6]=3[N:7]2[N:13]=[C:12]1[C:14]([N:16]([O:18][CH3:19])[CH3:17])=[O:15])[CH:28]=[CH2:52]. (7) Given the reactants [N:1]([CH2:4][C:5]([C:8]1[CH:13]=[CH:12][CH:11]=[CH:10][N:9]=1)([F:7])[F:6])=[N+:2]=[N-:3].C(C1C=C(SC2C=C(C)C(O)=C(C(C)(C)C)C=2)C=C(C)C=1[OH:24])(C)(C)C.C1C=C(Cl)C=C(C(OO)=O)C=1, predict the reaction product. The product is: [N:1]([CH2:4][C:5]([C:8]1[CH:13]=[CH:12][CH:11]=[CH:10][N+:9]=1[O-:24])([F:7])[F:6])=[N+:2]=[N-:3]. (8) Given the reactants [N+:1]([C:4]1[CH:12]=[CH:11][CH:10]=[C:9]2[C:5]=1[CH2:6][CH2:7][CH:8]2O)([O-:3])=[O:2].O=S(Cl)[Cl:16], predict the reaction product. The product is: [Cl:16][CH:8]1[C:9]2[C:5](=[C:4]([N+:1]([O-:3])=[O:2])[CH:12]=[CH:11][CH:10]=2)[CH2:6][CH2:7]1. (9) Given the reactants [F:1][C:2]1([F:38])[O:6][C:5]2[CH:7]=[CH:8][C:9]([C:11]3([C:14]([NH:16][C:17]4[N:22]=[C:21]([C:23]5[CH:35]=[CH:34][C:26]([C:27]([O:29]C(C)(C)C)=[O:28])=[CH:25][CH:24]=5)[C:20]([CH2:36][CH3:37])=[CH:19][CH:18]=4)=[O:15])[CH2:13][CH2:12]3)=[CH:10][C:4]=2[O:3]1.FC(F)(F)C(O)=O, predict the reaction product. The product is: [F:38][C:2]1([F:1])[O:6][C:5]2[CH:7]=[CH:8][C:9]([C:11]3([C:14]([NH:16][C:17]4[N:22]=[C:21]([C:23]5[CH:35]=[CH:34][C:26]([C:27]([OH:29])=[O:28])=[CH:25][CH:24]=5)[C:20]([CH2:36][CH3:37])=[CH:19][CH:18]=4)=[O:15])[CH2:13][CH2:12]3)=[CH:10][C:4]=2[O:3]1.